From a dataset of Reaction yield outcomes from USPTO patents with 853,638 reactions. Predict the reaction yield, written as a fraction of the theoretical maximum amount of product (1.0 means a 100% yield; for example, 0.34 means a 34% yield). (1) The reactants are Cl.Cl.[NH2:3][CH:4]1[CH:9]2[CH2:10][CH2:11][N:6]([CH2:7][CH2:8]2)[CH2:5]1.[I:12][C:13]1[CH:21]=[CH:20][C:16]([C:17](Cl)=[O:18])=[CH:15][C:14]=1[N+:22]([O-:24])=[O:23].C(N(CC)CC)C. The yield is 0.225. The catalyst is CN(C=O)C. The product is [N:6]12[CH2:11][CH2:10][CH:9]([CH2:8][CH2:7]1)[CH:4]([NH:3][C:17](=[O:18])[C:16]1[CH:20]=[CH:21][C:13]([I:12])=[C:14]([N+:22]([O-:24])=[O:23])[CH:15]=1)[CH2:5]2. (2) The reactants are [Cl:1][C:2]1[N:7]=[CH:6][C:5]([CH:8]([N:12]2[CH:16]=[C:15]([C:17]3[C:18]4[CH:25]=[CH:24][N:23](COCC[Si](C)(C)C)[C:19]=4[N:20]=[CH:21][N:22]=3)[CH:14]=[N:13]2)[CH2:9][C:10]#[N:11])=[CH:4][CH:3]=1.C(O)(C(F)(F)F)=O.C(Cl)Cl.CO.C(N)CN. No catalyst specified. The product is [Cl:1][C:2]1[N:7]=[CH:6][C:5]([CH:8]([N:12]2[CH:16]=[C:15]([C:17]3[C:18]4[CH:25]=[CH:24][NH:23][C:19]=4[N:20]=[CH:21][N:22]=3)[CH:14]=[N:13]2)[CH2:9][C:10]#[N:11])=[CH:4][CH:3]=1. The yield is 0.690. (3) The reactants are ClC1C=CC=CC=1C([N:10]([C:14]1[C:15]([C:19]2[CH:24]=[CH:23][C:22]([CH2:25]Cl)=[CH:21][CH:20]=2)=[N:16][O:17][CH:18]=1)[C:11](=[O:13])[O-:12])C.[SH:27][CH2:28][CH2:29][C:30]([O:32][CH3:33])=[O:31].C(N([CH2:39][CH3:40])CC)C.Cl[CH2:42][Cl:43]. No catalyst specified. The product is [Cl:43][C:42]1[CH:20]=[CH:19][CH:15]=[CH:14][C:18]=1[CH:39]([O:12][C:11]([NH:10][C:14]1[C:15]([C:19]2[CH:20]=[CH:21][C:22]([CH2:25][S:27][CH2:28][CH2:29][C:30]([O:32][CH3:33])=[O:31])=[CH:23][CH:24]=2)=[N:16][O:17][CH:18]=1)=[O:13])[CH3:40]. The yield is 0.660. (4) The reactants are Br[C:2]1[N:3]=[CH:4][N:5]([CH2:7][C:8]2[CH:24]=[CH:23][C:11]3[N:12]=[C:13]([NH:15][C@@H:16]4[CH2:21][CH2:20][CH2:19][CH2:18][C@H:17]4[OH:22])[S:14][C:10]=3[CH:9]=2)[CH:6]=1.[CH3:25][N:26]1[CH:30]=[C:29](B2OC(C)(C)C(C)(C)O2)[CH:28]=[N:27]1.C([O-])([O-])=O.[K+].[K+]. The catalyst is COCCOC.O.C1C=CC(/C=C/C(/C=C/C2C=CC=CC=2)=O)=CC=1.C1C=CC(/C=C/C(/C=C/C2C=CC=CC=2)=O)=CC=1.C1C=CC(/C=C/C(/C=C/C2C=CC=CC=2)=O)=CC=1.[Pd].[Pd]. The product is [CH3:25][N:26]1[CH:30]=[C:29]([C:2]2[N:3]=[CH:4][N:5]([CH2:7][C:8]3[CH:24]=[CH:23][C:11]4[N:12]=[C:13]([NH:15][C@@H:16]5[CH2:21][CH2:20][CH2:19][CH2:18][C@H:17]5[OH:22])[S:14][C:10]=4[CH:9]=3)[CH:6]=2)[CH:28]=[N:27]1. The yield is 0.200.